Dataset: Full USPTO retrosynthesis dataset with 1.9M reactions from patents (1976-2016). Task: Predict the reactants needed to synthesize the given product. Given the product [CH3:22][O:21][C:19]1[CH:18]=[C:16]([CH:15]=[C:14]([O:13][CH3:12])[CH:20]=1)[N:17]=[CH:10][C:2]1[CH:3]=[C:4]2[CH:9]=[CH:8][CH:7]=[CH:6][N:5]2[N:1]=1, predict the reactants needed to synthesize it. The reactants are: [N:1]1[N:5]2[CH:6]=[CH:7][CH:8]=[CH:9][C:4]2=[CH:3][C:2]=1[CH:10]=O.[CH3:12][O:13][C:14]1[CH:15]=[C:16]([CH:18]=[C:19]([O:21][CH3:22])[CH:20]=1)[NH2:17].